From a dataset of Catalyst prediction with 721,799 reactions and 888 catalyst types from USPTO. Predict which catalyst facilitates the given reaction. (1) Reactant: [CH3:1][C:2]1[CH:7]=[C:6]([CH3:8])[CH:5]=[C:4]([CH3:9])[C:3]=1[CH2:10][C:11](OCC)=O.[C:16]([C:19]1[CH:24]=[CH:23][C:22]([NH:25][C:26](=[S:29])[NH:27][NH2:28])=[CH:21][CH:20]=1)([OH:18])=[O:17].C[O-].[Na+]. Product: [C:16]([C:19]1[CH:20]=[CH:21][C:22]([N:25]2[C:11]([CH2:10][C:3]3[C:4]([CH3:9])=[CH:5][C:6]([CH3:8])=[CH:7][C:2]=3[CH3:1])=[N:28][NH:27][C:26]2=[S:29])=[CH:23][CH:24]=1)([OH:18])=[O:17]. The catalyst class is: 5. (2) Reactant: Br[C:2]1[CH:11]=[CH:10][C:5]2[O:6][CH:7]([CH3:9])[O:8][C:4]=2[CH:3]=1.[Li]CCCC.C(O[B:21]1[O:25][C:24]([CH3:27])([CH3:26])[C:23]([CH3:29])([CH3:28])[O:22]1)(C)C.[NH4+].[Cl-].[Na+].[Cl-]. Product: [CH3:28][C:23]1([CH3:29])[C:24]([CH3:27])([CH3:26])[O:25][B:21]([C:2]2[CH:11]=[CH:10][C:5]3[O:6][CH:7]([CH3:9])[O:8][C:4]=3[CH:3]=2)[O:22]1. The catalyst class is: 54. (3) Reactant: [N:1]([CH2:4][CH:5]1[CH:10]([CH2:11][N:12]=[N+]=[N-])[C@H:9]2[N:15]([C:16]([O:18][CH2:19][C:20]3[CH:25]=[CH:24][CH:23]=[CH:22][CH:21]=3)=[O:17])[C@@H:6]1[CH2:7][CH2:8]2)=[N+]=[N-].P(C)(C)[CH3:27].[CH2:30]1[CH2:34]OC[CH2:31]1.[CH3:35][C:36]([O:39][C:40](O[C:40]([O:39][C:36]([CH3:38])([CH3:37])[CH3:35])=[O:41])=[O:41])([CH3:38])[CH3:37].C1C[O:53][CH2:52]C1.[OH2:55]. Product: [C:30]([O:55][C:52]([NH:1][CH2:4][CH:5]1[CH:10]([CH2:11][NH:12][C:40]([O:39][C:36]([CH3:38])([CH3:35])[CH3:37])=[O:41])[C@H:9]2[N:15]([C:16]([O:18][CH2:19][C:20]3[CH:25]=[CH:24][CH:23]=[CH:22][CH:21]=3)=[O:17])[C@@H:6]1[CH2:7][CH2:8]2)=[O:53])([CH3:31])([CH3:34])[CH3:27]. The catalyst class is: 21. (4) Reactant: [C:1]1([C:7]2[S:8][C:9]([C:18]([O:20]C)=O)=[C:10]([C:12]3[CH:17]=[CH:16][CH:15]=[CH:14][CH:13]=3)[N:11]=2)[CH:6]=[CH:5][CH:4]=[CH:3][CH:2]=1.[NH2:22][OH:23].[OH-].[K+]. Product: [OH:23][NH:22][C:18]([C:9]1[S:8][C:7]([C:1]2[CH:6]=[CH:5][CH:4]=[CH:3][CH:2]=2)=[N:11][C:10]=1[C:12]1[CH:17]=[CH:16][CH:15]=[CH:14][CH:13]=1)=[O:20]. The catalyst class is: 92. (5) Reactant: [OH:1][C:2]1[C:3]([NH2:11])=[N:4][C:5]([NH2:10])=[N:6][C:7]=1[CH2:8][CH3:9].O.[OH-].[Li+].Br[CH2:16][CH2:17][CH2:18][OH:19]. Product: [OH:19][CH2:18][CH2:17][CH2:16][O:1][C:2]1[C:3]([NH2:11])=[N:4][C:5]([NH2:10])=[N:6][C:7]=1[CH2:8][CH3:9]. The catalyst class is: 9.